The task is: Predict the reactants needed to synthesize the given product.. This data is from Full USPTO retrosynthesis dataset with 1.9M reactions from patents (1976-2016). (1) Given the product [F:27][C:12]([F:11])([F:28])[C:13]1[CH:14]=[C:15]2[C:19]([NH:18][CH:17]=[C:16]2[CH2:22][CH2:23][NH2:25])=[CH:20][CH:21]=1, predict the reactants needed to synthesize it. The reactants are: [H-].[H-].[H-].[H-].[Li+].[Al+3].[Al+3].[Cl-].[Cl-].[Cl-].[F:11][C:12]([F:28])([F:27])[C:13]1[CH:14]=[C:15]2[C:19](=[CH:20][CH:21]=1)[NH:18][CH:17]=[C:16]2[C:22](=O)[C:23]([NH2:25])=O.[OH-].[Na+]. (2) The reactants are: C1C=CC(P(C2C(C3C(P(C4C=CC=CC=4)C4C=CC=CC=4)=CC=C4C=3C=CC=C4)=C3C(C=CC=C3)=CC=2)C2C=CC=CC=2)=CC=1.Br[C:48]1[CH:49]=[N:50][CH:51]=[C:52]([Br:54])[CH:53]=1.Cl.[O:56]1[CH2:61][CH2:60][CH:59]([CH2:62][NH2:63])[CH2:58][CH2:57]1.CC([O-])(C)C.[K+]. Given the product [Br:54][C:52]1[CH:53]=[C:48]([NH:63][CH2:62][CH:59]2[CH2:60][CH2:61][O:56][CH2:57][CH2:58]2)[CH:49]=[N:50][CH:51]=1, predict the reactants needed to synthesize it.